Dataset: Full USPTO retrosynthesis dataset with 1.9M reactions from patents (1976-2016). Task: Predict the reactants needed to synthesize the given product. (1) Given the product [CH3:18][C@H:19]1[C:20](=[O:21])[O:1][C@H:2]2[CH2:10][C:9]3[CH:8]=[CH:7][CH:6]=[CH:5][C:4]=3[C@H:3]2[NH:11][C:12](=[O:17])[CH2:13][CH2:14][CH:15]=[CH:16][CH2:23]1, predict the reactants needed to synthesize it. The reactants are: [OH:1][C@H:2]1[CH2:10][C:9]2[C:4](=[CH:5][CH:6]=[CH:7][CH:8]=2)[C@H:3]1[NH:11][C:12](=[O:17])[CH2:13][CH2:14][CH:15]=[CH2:16].[CH3:18][C@H:19]([CH2:23]C=C)[C:20](O)=[O:21]. (2) Given the product [F:1][C:2]1[CH:10]=[CH:9][C:5]([C:6]([NH:15][CH:16]([CH:22]([C:27]2[CH:32]=[CH:31][CH:30]=[CH:29][CH:28]=2)[CH2:23][N+:24]([O-:26])=[O:25])[C:17]([O:19][CH2:20][CH3:21])=[O:18])=[O:8])=[C:4]([C:11]([F:14])([F:13])[F:12])[CH:3]=1, predict the reactants needed to synthesize it. The reactants are: [F:1][C:2]1[CH:10]=[CH:9][C:5]([C:6]([OH:8])=O)=[C:4]([C:11]([F:14])([F:13])[F:12])[CH:3]=1.[NH2:15][CH:16]([CH:22]([C:27]1[CH:32]=[CH:31][CH:30]=[CH:29][CH:28]=1)[CH2:23][N+:24]([O-:26])=[O:25])[C:17]([O:19][CH2:20][CH3:21])=[O:18].O.C(OCC)(=O)C. (3) Given the product [S:41]([OH:44])(=[O:43])(=[O:42])[CH3:40].[Cl:1][C:2]1[CH:39]=[CH:38][C:5]([C:6]([NH:8][C:9]2[CH:10]=[CH:11][C:12]([C:13]([NH:15][CH2:16][CH2:17][CH2:18][CH2:19][N:20]3[CH2:25][CH2:24][CH:23]([C:26]4[CH:31]=[CH:30][C:29]([CH3:32])=[CH:28][C:27]=4[O:33][CH2:34][CH3:35])[CH2:22][CH2:21]3)=[O:14])=[CH:36][CH:37]=2)=[O:7])=[CH:4][CH:3]=1, predict the reactants needed to synthesize it. The reactants are: [Cl:1][C:2]1[CH:39]=[CH:38][C:5]([C:6]([NH:8][C:9]2[CH:37]=[CH:36][C:12]([C:13]([NH:15][CH2:16][CH2:17][CH2:18][CH2:19][N:20]3[CH2:25][CH2:24][CH:23]([C:26]4[CH:31]=[CH:30][C:29]([CH3:32])=[CH:28][C:27]=4[O:33][CH2:34][CH3:35])[CH2:22][CH2:21]3)=[O:14])=[CH:11][CH:10]=2)=[O:7])=[CH:4][CH:3]=1.[CH3:40][S:41]([OH:44])(=[O:43])=[O:42].